This data is from CYP2D6 inhibition data for predicting drug metabolism from PubChem BioAssay. The task is: Regression/Classification. Given a drug SMILES string, predict its absorption, distribution, metabolism, or excretion properties. Task type varies by dataset: regression for continuous measurements (e.g., permeability, clearance, half-life) or binary classification for categorical outcomes (e.g., BBB penetration, CYP inhibition). Dataset: cyp2d6_veith. (1) The drug is CN[C@@H]1[C@H](O)[C@@H]2O[C@@H]3O[C@H](C)CC(=O)[C@]3(O)O[C@H]2[C@H](NC)[C@@H]1O. The result is 0 (non-inhibitor). (2) The drug is C[N+]1(C)[C@@H]2CC(OC(=O)[C@@H](CO)c3ccccc3)C[C@@H]1[C@H]1O[C@H]12. The result is 0 (non-inhibitor). (3) The result is 0 (non-inhibitor). The molecule is CN(C)S(=O)(=O)c1nc(Cl)c2[nH]cnc2n1.